Dataset: HIV replication inhibition screening data with 41,000+ compounds from the AIDS Antiviral Screen. Task: Binary Classification. Given a drug SMILES string, predict its activity (active/inactive) in a high-throughput screening assay against a specified biological target. (1) The molecule is CC1CCC2(OC1)OC1CC3C4CCC5CC(OC6OC(CO)C(O)C(O)C6OC6OC(CO)C(O)C(O)C6O)CCC5(C)C4CCC3(C)C1C2C. The result is 0 (inactive). (2) The drug is CC(C)C(Nc1c2ccccc2[n+]([O-])c2ccccc12)C(=O)O. The result is 0 (inactive). (3) The molecule is COc1ccc(N2C(=O)C3c4[nH]c5cccc(C)c5c4C4CCC(C(C)(C)C)CC4C3C2=O)cc1. The result is 0 (inactive). (4) The drug is COC(=O)C(=O)Cc1nc2ccccc2s1. The result is 0 (inactive). (5) The molecule is O=C1CCCCCCCCCCC1Sc1ccccc1. The result is 0 (inactive). (6) The molecule is Cc1ccc(C2=[N+]([O-])c3ccccc3C2=O)cc1. The result is 0 (inactive).